Dataset: Full USPTO retrosynthesis dataset with 1.9M reactions from patents (1976-2016). Task: Predict the reactants needed to synthesize the given product. (1) Given the product [CH3:1][O:2][C:3]([C:5]1[S:9][C:8]2[CH:10]=[C:11]([C:14](=[N:27][OH:28])[CH3:15])[CH:12]=[CH:13][C:7]=2[C:6]=1[O:17][CH2:18][C:19]([O:21][C:22]([CH3:25])([CH3:24])[CH3:23])=[O:20])=[O:4], predict the reactants needed to synthesize it. The reactants are: [CH3:1][O:2][C:3]([C:5]1[S:9][C:8]2[CH:10]=[C:11]([C:14](=O)[CH3:15])[CH:12]=[CH:13][C:7]=2[C:6]=1[O:17][CH2:18][C:19]([O:21][C:22]([CH3:25])([CH3:24])[CH3:23])=[O:20])=[O:4].Cl.[NH2:27][OH:28].N1C=CC=CC=1.Cl. (2) Given the product [Br:1][C:2]1[C:3]([C:8]([NH:62][C:55]2[CH:54]=[C:53]([C:48]3[CH:49]=[CH:50][CH:51]=[C:52]4[C:47]=3[CH:46]=[CH:45][NH:44]4)[CH:61]=[C:60]3[C:56]=2[CH:57]=[N:58][NH:59]3)=[O:10])=[N:4][CH:5]=[CH:6][CH:7]=1, predict the reactants needed to synthesize it. The reactants are: [Br:1][C:2]1[C:3]([C:8]([OH:10])=O)=[N:4][CH:5]=[CH:6][CH:7]=1.F[P-](F)(F)(F)(F)F.N1(OC(N(C)C)=[N+](C)C)C2N=CC=CC=2N=N1.CCN(C(C)C)C(C)C.[NH:44]1[C:52]2[C:47](=[C:48]([C:53]3[CH:54]=[C:55]([NH2:62])[C:56]4[CH:57]=[N:58][NH:59][C:60]=4[CH:61]=3)[CH:49]=[CH:50][CH:51]=2)[CH:46]=[CH:45]1. (3) Given the product [N:27]([CH2:7][C@@H:6]1[O:35][C@H:2]([CH3:1])[CH2:3][N:4]([C:20]([O:22][C:23]([CH3:26])([CH3:25])[CH3:24])=[O:21])[CH2:5]1)=[N+:28]=[N-:29], predict the reactants needed to synthesize it. The reactants are: [CH3:1][C@H:2]1[CH2:7][C@@H:6](COS(C2C=CC(C)=CC=2)(=O)=O)[CH2:5][N:4]([C:20]([O:22][C:23]([CH3:26])([CH3:25])[CH3:24])=[O:21])[CH2:3]1.[N-:27]=[N+:28]=[N-:29].[Na+].CN(C=[O:35])C.